Dataset: Forward reaction prediction with 1.9M reactions from USPTO patents (1976-2016). Task: Predict the product of the given reaction. The product is: [CH2:1]([C:4]1[S:26][C:7]2[N:8]=[C:9]([NH:25][C:27](=[O:29])[CH3:28])[N:10]=[C:11]([N:12]3[CH2:17][CH2:16][N:15]4[C:18]([C:21]([F:23])([F:24])[F:22])=[N:19][N:20]=[C:14]4[CH2:13]3)[C:6]=2[CH:5]=1)[CH2:2][CH3:3]. Given the reactants [CH2:1]([C:4]1[S:26][C:7]2[N:8]=[C:9]([NH2:25])[N:10]=[C:11]([N:12]3[CH2:17][CH2:16][N:15]4[C:18]([C:21]([F:24])([F:23])[F:22])=[N:19][N:20]=[C:14]4[CH2:13]3)[C:6]=2[CH:5]=1)[CH2:2][CH3:3].[C:27](Cl)(=[O:29])[CH3:28], predict the reaction product.